This data is from Reaction yield outcomes from USPTO patents with 853,638 reactions. The task is: Predict the reaction yield, written as a fraction of the theoretical maximum amount of product (1.0 means a 100% yield; for example, 0.34 means a 34% yield). (1) The reactants are [OH:1][CH2:2][C:3]([CH3:8])([CH3:7])[C:4]([OH:6])=O.[CH2:9]([O:16][CH2:17][CH2:18][NH2:19])[C:10]1[CH:15]=[CH:14][CH:13]=[CH:12][CH:11]=1.C1C=CC2N(O)N=NC=2C=1.CCN=C=NCCCN(C)C. The catalyst is ClCCl. The product is [CH2:9]([O:16][CH2:17][CH2:18][NH:19][C:4](=[O:6])[C:3]([CH3:8])([CH3:7])[CH2:2][OH:1])[C:10]1[CH:15]=[CH:14][CH:13]=[CH:12][CH:11]=1. The yield is 0.970. (2) The reactants are C(OO)(C)(C)C.[CH3:7][S:8]([O:11][C:12]1[CH:17]=[CH:16][CH:15]=[C:14]([C:18]2([C:26]3[CH:31]=[CH:30][CH:29]=[C:28]([Br:32])[CH:27]=3)[C:22](=[O:23])[N:21]([CH3:24])[C:20](=S)[NH:19]2)[CH:13]=1)(=[O:10])=[O:9].[NH3:33]. The catalyst is CO. The product is [CH3:7][S:8]([O:11][C:12]1[CH:17]=[CH:16][CH:15]=[C:14]([C:18]2([C:26]3[CH:31]=[CH:30][CH:29]=[C:28]([Br:32])[CH:27]=3)[C:22](=[O:23])[N:21]([CH3:24])[C:20]([NH2:33])=[N:19]2)[CH:13]=1)(=[O:10])=[O:9]. The yield is 0.990. (3) The reactants are [NH2:1][C:2]1[N:7]=[CH:6][N:5]=[C:4]2[N:8]([CH:12]3[CH2:17][CH2:16][CH2:15][N:14]([C:18]([O:20][C:21]([CH3:24])([CH3:23])[CH3:22])=[O:19])[CH2:13]3)[N:9]=[C:10](I)[C:3]=12.[O:25]([C:32]1[CH:37]=[CH:36][C:35](B(O)O)=[CH:34][CH:33]=1)[C:26]1[CH:31]=[CH:30][CH:29]=[CH:28][CH:27]=1.C(=O)([O-])[O-].[Na+].[Na+]. The catalyst is O1CCOCC1.O.C1C=CC([P]([Pd]([P](C2C=CC=CC=2)(C2C=CC=CC=2)C2C=CC=CC=2)([P](C2C=CC=CC=2)(C2C=CC=CC=2)C2C=CC=CC=2)[P](C2C=CC=CC=2)(C2C=CC=CC=2)C2C=CC=CC=2)(C2C=CC=CC=2)C2C=CC=CC=2)=CC=1. The product is [NH2:1][C:2]1[N:7]=[CH:6][N:5]=[C:4]2[N:8]([CH:12]3[CH2:17][CH2:16][CH2:15][N:14]([C:18]([O:20][C:21]([CH3:24])([CH3:23])[CH3:22])=[O:19])[CH2:13]3)[N:9]=[C:10]([C:35]3[CH:36]=[CH:37][C:32]([O:25][C:26]4[CH:31]=[CH:30][CH:29]=[CH:28][CH:27]=4)=[CH:33][CH:34]=3)[C:3]=12. The yield is 0.640. (4) The reactants are [CH3:1][C:2]1[O:6][N:5]=[C:4]([C:7]2[CH:12]=[CH:11][CH:10]=[CH:9][CH:8]=2)[C:3]=1[C:13]([NH:15][NH2:16])=[O:14].[Cl:17][C:18]1[CH:19]=[C:20]([CH:24]=[CH:25][N:26]=1)[C:21](O)=O. No catalyst specified. The product is [Cl:17][C:18]1[CH:19]=[C:20]([C:21]2[O:14][C:13]([C:3]3[C:4]([C:7]4[CH:12]=[CH:11][CH:10]=[CH:9][CH:8]=4)=[N:5][O:6][C:2]=3[CH3:1])=[N:15][N:16]=2)[CH:24]=[CH:25][N:26]=1. The yield is 0.470. (5) The reactants are [CH3:1][CH:2]1[CH2:10][C:9]2[C:4](=[CH:5][CH:6]=[CH:7][CH:8]=2)[NH:3]1.O.[F:12][C:13]([F:21])([F:20])[C:14]([C:16]([F:19])([F:18])[F:17])=[O:15].O.O.[F:12][C:13]([F:21])([F:20])[C:14]([C:16]([F:19])([F:18])[F:17])=[O:15].[NH4+].[Cl-]. The catalyst is CCOCC. The product is [F:12][C:13]([F:21])([F:20])[C:14]([C:7]1[CH:8]=[C:9]2[C:4](=[CH:5][CH:6]=1)[NH:3][CH:2]([CH3:1])[CH2:10]2)([OH:15])[C:16]([F:19])([F:18])[F:17]. The yield is 0.250. (6) The reactants are Br[C:2]1[CH2:3][C:4]2[C:9]([CH:10]=1)=[CH:8][CH:7]=[CH:6][CH:5]=2.[C:11]1(B(O)O)[C:20]2[C:15](=[CH:16][CH:17]=[CH:18][CH:19]=2)[CH:14]=[CH:13][CH:12]=1.C([O-])([O-])=O.[K+].[K+]. The catalyst is COC.O. The product is [CH2:3]1[C:4]2[C:9](=[CH:8][CH:7]=[CH:6][CH:5]=2)[CH:10]=[C:2]1[C:19]1[C:20]2[C:15](=[CH:14][CH:13]=[CH:12][CH:11]=2)[CH:16]=[CH:17][CH:18]=1. The yield is 0.670. (7) The reactants are [Cl:1][C:2]1[N:7]=[C:6]([NH2:8])[C:5]([CH3:9])=[CH:4][N:3]=1.Br[C:11]1[CH:16]=[CH:15][C:14]([F:17])=[C:13]([O:18][CH3:19])[CH:12]=1.CC1(C)C2C(=C(P(C3C=CC=CC=3)C3C=CC=CC=3)C=CC=2)OC2C(P(C3C=CC=CC=3)C3C=CC=CC=3)=CC=CC1=2.C(=O)([O-])[O-].[Cs+].[Cs+]. The catalyst is O1CCOCC1.C(Cl)Cl.C1C=CC(/C=C/C(/C=C/C2C=CC=CC=2)=O)=CC=1.C1C=CC(/C=C/C(/C=C/C2C=CC=CC=2)=O)=CC=1.C1C=CC(/C=C/C(/C=C/C2C=CC=CC=2)=O)=CC=1.[Pd].[Pd]. The product is [Cl:1][C:2]1[N:7]=[C:6]([NH:8][C:11]2[CH:16]=[CH:15][C:14]([F:17])=[C:13]([O:18][CH3:19])[CH:12]=2)[C:5]([CH3:9])=[CH:4][N:3]=1. The yield is 0.140. (8) The reactants are Cl[C:2]1[CH:7]=[CH:6][C:5]([N+:8]([O-])=O)=[CH:4][N:3]=1.[NH:11]1[CH2:16][CH2:15][CH:14]([NH:17][C:18](=[O:24])[O:19][C:20]([CH3:23])([CH3:22])[CH3:21])[CH2:13][CH2:12]1. No catalyst specified. The product is [NH2:8][C:5]1[CH:6]=[CH:7][C:2]([N:11]2[CH2:12][CH2:13][CH:14]([NH:17][C:18](=[O:24])[O:19][C:20]([CH3:22])([CH3:21])[CH3:23])[CH2:15][CH2:16]2)=[N:3][CH:4]=1. The yield is 0.800. (9) The reactants are [CH3:1][C:2]1[CH:7]=[CH:6][C:5]([NH:8][C:9](=[O:20])[C:10]2[CH:15]=[CH:14][CH:13]=[C:12]([C:16]([F:19])([F:18])[F:17])[CH:11]=2)=[CH:4][C:3]=1[NH:21][C:22]([C:24]1[C:25]([NH2:32])=[N:26][C:27]([S:30][CH3:31])=[N:28][CH:29]=1)=[O:23].C(N(C(C)C)CC)(C)C.Cl[C:43](Cl)([O:45]C(=O)OC(Cl)(Cl)Cl)Cl. The catalyst is O1CCOCC1.CCOC(C)=O. The product is [CH3:1][C:2]1[CH:7]=[CH:6][C:5]([NH:8][C:9](=[O:20])[C:10]2[CH:15]=[CH:14][CH:13]=[C:12]([C:16]([F:18])([F:19])[F:17])[CH:11]=2)=[CH:4][C:3]=1[N:21]1[C:22](=[O:23])[C:24]2[C:25](=[N:26][C:27]([S:30][CH3:31])=[N:28][CH:29]=2)[NH:32][C:43]1=[O:45]. The yield is 0.550. (10) The product is [F:43][C:2]1([F:1])[CH2:6][C@H:5]([O:7][C:8]2[CH:13]=[C:12]([F:14])[C:11]([S:15]([NH:18][C:19]3[CH:24]=[CH:23][N:22]=[CH:21][N:20]=3)(=[O:16])=[O:17])=[C:10]([F:36])[CH:9]=2)[C@@H:4]([C:37]2[N:41]([CH3:42])[N:40]=[CH:39][CH:38]=2)[CH2:3]1. The catalyst is ClCCl. The yield is 0.730. The reactants are [F:1][C:2]1([F:43])[CH2:6][C@H:5]([O:7][C:8]2[CH:13]=[C:12]([F:14])[C:11]([S:15]([N:18](CC3C=CC(OC)=CC=3OC)[C:19]3[CH:24]=[CH:23][N:22]=[CH:21][N:20]=3)(=[O:17])=[O:16])=[C:10]([F:36])[CH:9]=2)[C@@H:4]([C:37]2[N:41]([CH3:42])[N:40]=[CH:39][CH:38]=2)[CH2:3]1.C([SiH](CC)CC)C.FC(F)(F)C(O)=O.